Dataset: Experimentally validated miRNA-target interactions with 360,000+ pairs, plus equal number of negative samples. Task: Binary Classification. Given a miRNA mature sequence and a target amino acid sequence, predict their likelihood of interaction. (1) The miRNA is ath-miR164b-5p with sequence UGGAGAAGCAGGGCACGUGCA. The protein sequence of the target gene is MAWNTNLRWRLPLTCLLLQVIMVILFGVFVRYDFEADAHWWSERTHKNLSDMENEFYYRYPSFQDVHVMVFVGFGFLMTFLQRYGFSAVGFNFLLAAFGIQWALLMQGWFHFLQDRYIVVGVENLINADFCVASVCVAFGAVLGKVSPIQLLIMTFFQVTLFAVNEFILLNLLKVKDAGGSMTIHTFGAYFGLTVTRILYRRNLEQSKERQNSVYQSDLFAMIGTLFLWMYWPSFNSAISYHGDSQHRAAINTYCSLAACVLTSVAISSALHKKGKLDMVHIQNATLAGGVAVGTAAEMM.... Result: 0 (no interaction). (2) The miRNA is hsa-miR-6783-3p with sequence UUCCUGGGCUUCUCCUCUGUAG. The protein sequence of the target gene is MAETSPEPSGQLVVHSDAHSDTVLASFEDQRKKGFLCDITLIVENVHFRAHKALLAASSEYFSMMFAEEGEIGQSIYMLEGMVADTFGILLEFIYTGYLHASEKSTEQILATAQFLKVYDLVKAYTDFQNNHSSPKPTTLNTAGAPVVVISNKKNDPPKRKRGRPKKVNTLQEEKSELAAEEEIQLRVNNSVQNRQNFVVKGDSGVLNEQIAAKEKEESEPTCEPSREEEMPVEKDENYDPKTEDGQASQSRYSKRRIWRSVKLKDYKLVGDQEDHGSAKRICGRRKRPGGPEARCKDCG.... Result: 1 (interaction). (3) Result: 0 (no interaction). The protein sequence of the target gene is MVLPLPWLSRYHFLRLLLPSWSLAPQGSHGCCSQNPKASMEEQTSSRGNGKMTSPPRGPGTHRTAELARAEELLEQQLELYQALLEGQEGAWEAQALVLKIQKLKEQMRRHQESLGGGA. The miRNA is hsa-miR-4697-3p with sequence UGUCAGUGACUCCUGCCCCUUGGU. (4) The protein sequence of the target gene is MKFLSARDFHPVAFLGLMLVTTTAFPTSQVRRGDFTEDTTPNRPVYTTSQVGGLITHVLWEIVEMRKELCNGNSDCMNNDDALAENNLKLPEIQRNDGCYQTGYNQEICLLKISSGLLEYHSYLEYMKNNLKDNKKDKARVLQRDTETLIHIFNQEVKDLHKIVLPTPISNALLTDKLESQKEWLRTKTIQFILKSLEEFLKVTLRSTRQT. Result: 0 (no interaction). The miRNA is hsa-miR-4747-3p with sequence AAGGCCCGGGCUUUCCUCCCAG. (5) The miRNA is hsa-miR-7974 with sequence AGGCUGUGAUGCUCUCCUGAGCCC. The protein sequence of the target gene is MGTPGEGLGRCSHALIRGVPESLASGEGAGAGLPALDLAKAQREHGVLGGKLRQRLGLQLLELPPEESLPLGPLLGDTAVIQGDTALITRPWSPARRPEVDGVRKALQDLGLRIVEIGDENATLDGTDVLFTGREFFVGLSKWTNHRGAEIVADTFRDFAVSTVPVSGPSHLRGLCGMGGPRTVVAGSSDAAQKAVRAMAVLTDHPYASLTLPDDAAADCLFLRPGLPGVPPFLLHRGGGDLPNSQEALQKLSDVTLVPVSCSELEKAGAGLSSLCLVLSTRPHS. Result: 0 (no interaction). (6) The miRNA is mmu-miR-154-5p with sequence UAGGUUAUCCGUGUUGCCUUCG. The protein sequence of the target gene is MAASTSMVPVAVTAAVAPVLSINSDFSDLREIKKQLLLIAGLTRERGLLHSSKWSAELAFSLPALPLAELQPPPPITEEDAQDMDAYTLAKAYFDVKEYDRAAHFLHGCNSKKAYFLYMYSRYLSGEKKKDDETVDSLGPLEKGQVKNEALRELRVELSKKHQARELDGFGLYLYGVVLRKLDLVKEAIDVFVEATHVLPLHWGAWLELCNLITDKEMLKFLSLPDTWMKEFFLAHIYTELQLIEEALQKYQNLIDVGFSKSSYIVSQIAVAYHNIRDIDKALSIFNELRKQDPYRIENM.... Result: 0 (no interaction). (7) The miRNA is mmu-miR-449a-5p with sequence UGGCAGUGUAUUGUUAGCUGGU. Result: 0 (no interaction). The protein sequence of the target gene is MQVPVMLLGLLFTVAGWSIHVLAQPDAVNAPLTCCYSFTSKMIPMSRLESYKRITSSRCPKEAVVFVTKLKREVCADPKKEWVQTYIKNLDRNQMRSEPTTLFKTASALRSSAPLNVKLTRKSEANASTTFSTTTSSTSVGVTSVTVN.